Dataset: Forward reaction prediction with 1.9M reactions from USPTO patents (1976-2016). Task: Predict the product of the given reaction. (1) Given the reactants [CH3:1][O:2][C:3]([C:5]1[CH:10]=[CH:9][C:8]([CH:11]([C:13]2[CH:18]=[CH:17][N:16]=[CH:15][C:14]=2[O:19]COC)[OH:12])=[CH:7][CH:6]=1)=[O:4].[ClH:23], predict the reaction product. The product is: [ClH:23].[CH3:1][O:2][C:3]([C:5]1[CH:6]=[CH:7][C:8]([CH:11]([C:13]2[CH:18]=[CH:17][N:16]=[CH:15][C:14]=2[OH:19])[OH:12])=[CH:9][CH:10]=1)=[O:4]. (2) Given the reactants [OH:1][CH2:2][C:3]([NH:6][C:7]([C:9]1[C:17]2[C:12](=[N:13][CH:14]=[C:15]([NH:18][C:19]3[CH:24]=[CH:23][C:22]([CH3:25])=[CH:21][N:20]=3)[N:16]=2)[N:11](COCC[Si](C)(C)C)[CH:10]=1)=[O:8])([CH3:5])[CH3:4].FC(F)(F)C(O)=O.CCOCC, predict the reaction product. The product is: [OH:1][CH2:2][C:3]([NH:6][C:7]([C:9]1[C:17]2[C:12](=[N:13][CH:14]=[C:15]([NH:18][C:19]3[CH:24]=[CH:23][C:22]([CH3:25])=[CH:21][N:20]=3)[N:16]=2)[NH:11][CH:10]=1)=[O:8])([CH3:4])[CH3:5]. (3) Given the reactants [Cl:1][C:2]1[N:10]=[C:9]2[C:5]([N:6]=[CH:7][N:8]2[CH:11]2[CH2:15][CH2:14][CH2:13][CH2:12]2)=[C:4](Cl)[N:3]=1.[CH3:17][O:18][C:19]1[CH:26]=[CH:25][CH:24]=[C:23]([O:27][CH3:28])[C:20]=1[CH2:21][NH2:22], predict the reaction product. The product is: [Cl:1][C:2]1[N:10]=[C:9]2[C:5]([N:6]=[CH:7][N:8]2[CH:11]2[CH2:15][CH2:14][CH2:13][CH2:12]2)=[C:4]([NH:22][CH2:21][C:20]2[C:23]([O:27][CH3:28])=[CH:24][CH:25]=[CH:26][C:19]=2[O:18][CH3:17])[N:3]=1. (4) Given the reactants [Cl:1][C:2]1[CH:3]=[C:4]([N:9]2[CH:16]([C:17]3[CH:22]=[CH:21][C:20]([Cl:23])=[CH:19][CH:18]=3)[C:15]3[C:11](=[N:12][N:13]([C:27]4[CH:32]=[CH:31][CH:30]=[CH:29][C:28]=4[O:33][CH3:34])[C:14]=3[CH:24]([CH3:26])[CH3:25])[C:10]2=[O:35])[CH:5]=[CH:6][C:7]=1[F:8].C[Si]([N-][Si](C)(C)C)(C)C.[K+].Cl[C:47]([O:49][CH2:50][CH3:51])=[O:48], predict the reaction product. The product is: [CH2:50]([O:49][C:47]([C:16]1([C:17]2[CH:18]=[CH:19][C:20]([Cl:23])=[CH:21][CH:22]=2)[C:15]2[C:11](=[N:12][N:13]([C:27]3[CH:32]=[CH:31][CH:30]=[CH:29][C:28]=3[O:33][CH3:34])[C:14]=2[CH:24]([CH3:26])[CH3:25])[C:10](=[O:35])[N:9]1[C:4]1[CH:5]=[CH:6][C:7]([F:8])=[C:2]([Cl:1])[CH:3]=1)=[O:48])[CH3:51].